From a dataset of Catalyst prediction with 721,799 reactions and 888 catalyst types from USPTO. Predict which catalyst facilitates the given reaction. (1) Reactant: CN(C(ON1N=NC2C=CC=CC1=2)=[N+](C)C)C.[B-](F)(F)(F)F.C(N(CC)CC)C.Cl.[CH2:31]([C:38]([OH:40])=O)[CH2:32][C:33]1[N:37]=[CH:36][NH:35][CH:34]=1.FC(F)(F)C(O)=O.[NH2:48][C@H:49]([CH2:68][C:69]1[CH:74]=[CH:73][C:72]([O:75][CH3:76])=[CH:71][CH:70]=1)[C:50]([N:52]1[CH2:55][C:54]([O:63][CH2:64][CH2:65][CH2:66][CH3:67])([C:56]2[CH:61]=[CH:60][CH:59]=[CH:58][C:57]=2[F:62])[CH2:53]1)=[O:51]. Product: [CH2:64]([O:63][C:54]1([C:56]2[CH:61]=[CH:60][CH:59]=[CH:58][C:57]=2[F:62])[CH2:53][N:52]([C:50](=[O:51])[C@H:49]([NH:48][C:38](=[O:40])[CH2:31][CH2:32][C:33]2[N:37]=[CH:36][NH:35][CH:34]=2)[CH2:68][C:69]2[CH:74]=[CH:73][C:72]([O:75][CH3:76])=[CH:71][CH:70]=2)[CH2:55]1)[CH2:65][CH2:66][CH3:67]. The catalyst class is: 9. (2) Reactant: [CH:1]([CH:3]1[CH2:7][CH2:6][N:5]([C:8]([O:10][C:11]([CH3:14])([CH3:13])[CH3:12])=[O:9])[CH2:4]1)=O.[CH3:15][NH2:16]. Product: [CH3:15][NH:16][CH2:1][CH:3]1[CH2:7][CH2:6][N:5]([C:8]([O:10][C:11]([CH3:14])([CH3:13])[CH3:12])=[O:9])[CH2:4]1. The catalyst class is: 100.